Predict the reactants needed to synthesize the given product. From a dataset of Full USPTO retrosynthesis dataset with 1.9M reactions from patents (1976-2016). (1) Given the product [N+:1]([C:4]1[CH:5]=[C:6]2[C:10](=[CH:11][CH:12]=1)[N:9]([C:13]([O:15][C:16]([CH3:19])([CH3:18])[CH3:17])=[O:14])[CH2:8][CH2:7]2)([O-:3])=[O:2], predict the reactants needed to synthesize it. The reactants are: [N+:1]([C:4]1[CH:5]=[C:6]2[C:10](=[CH:11][CH:12]=1)[NH:9][CH2:8][CH2:7]2)([O-:3])=[O:2].[C:13](O[C:13]([O:15][C:16]([CH3:19])([CH3:18])[CH3:17])=[O:14])([O:15][C:16]([CH3:19])([CH3:18])[CH3:17])=[O:14].O. (2) Given the product [ClH:27].[Br:20][C:17]1[CH:18]=[C:19]2[C:14](=[C:15]([C:21]([NH2:23])=[O:22])[CH:16]=1)[NH:13][CH:12]=[C:11]2[CH:9]1[CH2:10][CH2:5][NH:6][CH2:7][CH2:8]1, predict the reactants needed to synthesize it. The reactants are: CC([CH:5]1[CH2:10][CH:9]([C:11]2[C:19]3[C:14](=[C:15]([C:21]([NH2:23])=[O:22])[CH:16]=[C:17]([Br:20])[CH:18]=3)[NH:13][CH:12]=2)[CH2:8][CH2:7][N:6]1C([O-])=O)(C)C.[ClH:27].C(OCC)C.